This data is from Forward reaction prediction with 1.9M reactions from USPTO patents (1976-2016). The task is: Predict the product of the given reaction. (1) Given the reactants [OH:1][C:2]1[CH:11]=[CH:10][C:5]([C:6]([O:8][CH3:9])=[O:7])=[CH:4][CH:3]=1.[CH3:12][N:13]([CH3:18])[CH2:14][CH2:15][CH2:16]O.C1(P(C2C=CC=CC=2)C2C=CC=CC=2)C=CC=CC=1.N(C(OC(C)C)=O)=NC(OC(C)C)=O, predict the reaction product. The product is: [CH3:12][N:13]([CH2:14][CH2:15][CH2:16][O:1][C:2]1[CH:3]=[CH:4][C:5]([C:6]([O:8][CH3:9])=[O:7])=[CH:10][CH:11]=1)[CH3:18]. (2) Given the reactants [N:1]12[CH2:8][CH2:7][CH:4]([CH2:5][CH2:6]1)[C@@H:3]([C:9](Cl)=[O:10])[CH2:2]2.[NH2:12][C:13]1[CH:18]=[CH:17][C:16]([C:19]2[CH:24]=[CH:23][C:22]([C:25]([O:27][CH3:28])=[O:26])=[CH:21][CH:20]=2)=[CH:15][CH:14]=1.C(N(CC)C(C)C)(C)C, predict the reaction product. The product is: [N:1]12[CH2:8][CH2:7][CH:4]([CH2:5][CH2:6]1)[C@H:3]([C:9]([NH:12][C:13]1[CH:14]=[CH:15][C:16]([C:19]3[CH:24]=[CH:23][C:22]([C:25]([O:27][CH3:28])=[O:26])=[CH:21][CH:20]=3)=[CH:17][CH:18]=1)=[O:10])[CH2:2]2. (3) Given the reactants C[O:2][C:3]([C:5]1[CH:6]=[C:7]([O:11][CH:12]([CH2:23][CH3:24])[C:13]([NH:15][C:16]([CH3:22])([CH3:21])[C:17]#[C:18][CH2:19][CH3:20])=[O:14])[CH:8]=[N:9][CH:10]=1)=[O:4].[OH-].[Na+], predict the reaction product. The product is: [C:3]([C:5]1[CH:6]=[C:7]([O:11][CH:12]([CH2:23][CH3:24])[C:13]([NH:15][C:16]([CH3:22])([CH3:21])[C:17]#[C:18][CH2:19][CH3:20])=[O:14])[CH:8]=[N:9][CH:10]=1)([OH:4])=[O:2]. (4) Given the reactants [Cl:1][C:2]1[C:3]([N+:26]([O-])=O)=[CH:4][C:5]([OH:25])=[C:6]([NH:8][C:9](=[O:24])[C:10]([NH:12][C:13]2[CH:18]=[C:17]([Cl:19])[C:16]([N+:20]([O-])=O)=[CH:15][C:14]=2[OH:23])=[O:11])[CH:7]=1, predict the reaction product. The product is: [ClH:1].[ClH:1].[NH2:20][C:16]1[C:17]([Cl:19])=[CH:18][C:13]([NH:12][C:10](=[O:11])[C:9]([NH:8][C:6]2[CH:7]=[C:2]([Cl:1])[C:3]([NH2:26])=[CH:4][C:5]=2[OH:25])=[O:24])=[C:14]([OH:23])[CH:15]=1. (5) Given the reactants [Cl:1][C:2]1[CH:3]=[C:4]([C:15]([C:18]2[CH:23]=[CH:22][CH:21]=[C:20]([Cl:24])[CH:19]=2)=[N:16]O)[CH:5]=[CH:6][C:7]=1[CH2:8][N:9]1[CH2:14][CH2:13][O:12][CH2:11][CH2:10]1.[F:25][C:26]([F:39])([F:38])[C:27]1[CH:36]=[C:35]2[C:30]([C:31](Cl)=[CH:32][CH:33]=N2)=[CH:29][CH:28]=1.ClC1C=C2C(C(N)=CC[N:48]2C(C2C=CC=C(Cl)C=2)C2C=CC(CN3CCCC3)=CC=2)=CC=1, predict the reaction product. The product is: [Cl:1][C:2]1[CH:3]=[C:4]([CH:15]([C:18]2[CH:23]=[CH:22][CH:21]=[C:20]([Cl:24])[CH:19]=2)[N:16]2[C:35]3[C:30](=[CH:29][CH:28]=[C:27]([C:26]([F:39])([F:38])[F:25])[CH:36]=3)[C:31]([NH2:48])=[CH:32][CH2:33]2)[CH:5]=[CH:6][C:7]=1[CH2:8][N:9]1[CH2:14][CH2:13][O:12][CH2:11][CH2:10]1. (6) The product is: [NH2:1][C:2]1[C:10]([O:11][CH3:12])=[CH:9][C:5]([C:6]([O:8][CH3:15])=[O:7])=[C:4]([F:13])[CH:3]=1. Given the reactants [NH2:1][C:2]1[C:10]([O:11][CH3:12])=[CH:9][C:5]([C:6]([OH:8])=[O:7])=[C:4]([F:13])[CH:3]=1.[Si](C=[N+]=[N-])(C)(C)[CH3:15], predict the reaction product. (7) Given the reactants [Cl:1][C:2]1[CH:3]=[C:4]([N:9]2[C:13]([C:14]3[CH:19]=[CH:18][C:17]([F:20])=[C:16]([Cl:21])[CH:15]=3)=[CH:12][C:11]([C:22]([O:24]CC)=[O:23])=[N:10]2)[CH:5]=[CH:6][C:7]=1[F:8].ClC1C=C(N2C(C3C=C(F)C=C(Cl)C=3)=CC(C(O)=O)=N2)C=CC=1F, predict the reaction product. The product is: [Cl:1][C:2]1[CH:3]=[C:4]([N:9]2[C:13]([C:14]3[CH:19]=[CH:18][C:17]([F:20])=[C:16]([Cl:21])[CH:15]=3)=[CH:12][C:11]([C:22]([OH:24])=[O:23])=[N:10]2)[CH:5]=[CH:6][C:7]=1[F:8].